This data is from Experimentally validated miRNA-target interactions with 360,000+ pairs, plus equal number of negative samples. The task is: Binary Classification. Given a miRNA mature sequence and a target amino acid sequence, predict their likelihood of interaction. (1) The miRNA is hsa-miR-1203 with sequence CCCGGAGCCAGGAUGCAGCUC. The protein sequence of the target gene is MSDTLTADVIGRRVEVNGEHATVRFAGVVPPVAGPWLGVEWDNPERGKHDGSHEGTVYFKCRHPTGGSFIRPNKVNFGTDFLTAIKNRYVLEDGPEEDRKEQIVTIGNKPVETIGFDSIMKQQSQLSKLQEVSLRNCAVSCAGEKGGVAEACPNIRKVDLSKNLLSSWDEVIHIADQLRHLEVLNVSENKLKFPSGSVLTGTLSVLKVLVLNQTGITWAEVLRCVAGCPGLEELYLESNNIFISERPTDVLQTVKLLDLSSNQLIDENQLYLIAHLPRLEQLILSDTGISSLHFPDAGIG.... Result: 0 (no interaction). (2) The miRNA is hsa-miR-138-1-3p with sequence GCUACUUCACAACACCAGGGCC. The protein sequence of the target gene is MLFSLRELVQWLGFATFEIFVHLLALLVFSVLLALRVDGLVPGLSWWNVFVPFFAADGLSTYFTTIVSVRLFQDGEKRLAVLRLFWVLTVLSLKFVFEMLLCQKLAEQTRELWFGLITSPLFILLQLLMIRACRVN. Result: 0 (no interaction). (3) The miRNA is hsa-miR-6846-5p with sequence UGGGGGCUGGAUGGGGUAGAGU. The protein sequence of the target gene is MESTLGAGIVIAEALQNQLAWLENVWLWITFLGDPKILFLFYFPAAYYASRRVGIAVLWISLITEWLNLIFKWFLFGDRPFWWVHESGYYSQAPAQVHQFPSSCETGPGSPSGHCMITGAALWPIMTALSSQVATRARSRWVRVMPSLAYCTFLLAVGLSRIFILAHFPHQVLAGLITGAVLGWLMTPRVPMERELSFYGLTALALMLGTSLIYWTLFTLGLDLSWSISLAFKWCERPEWIHVDSRPFASLSRDSGAALGLGIALHSPCYAQVRRAQLGNGQKIACLVLAMGLLGPLDWL.... Result: 1 (interaction). (4) The miRNA is hsa-miR-29c-3p with sequence UAGCACCAUUUGAAAUCGGUUA. The protein sequence of the target gene is MEQGYGGYGAWSAGPANTQGTYGSGMTSWQGYENYNYYNAQNTSVPAGTPYSYGPASWEATKTNDGGLAAGSPAMHVASFAPEPCTDNSDSLIAKINQRLDMLSKEGGRGGISSGGEGVQDRDSSFRFQPYESYDARPCIPEHNPYRPGYGYDYDFDLGTDRNGSFGGTFNDCRDPAPERGSLDGFLRGRGQGRFQDRSNSSTFIRSDPFMPPSASEPLSTTWNELNYMGGRGLGGPSTSRPPPSLFSQSMAPDYSMMGMQGVGGFGGTMPYGCGRSQTRIRDWPRRRGFERFGPDNMGR.... Result: 0 (no interaction). (5) The miRNA is mmu-miR-148a-3p with sequence UCAGUGCACUACAGAACUUUGU. The protein sequence of the target gene is MAHMKTRLVYASILMMGALCLYFSMDSFRELPFVFKKSHGKFLQIPDIDCKQKPPFLVLLVTSSHKQLAARMAIRKTWGRETSVQGQQVRTFFLLGTSDSTEEMDATTLESEQHRDIIQKDFKDAYFNLTLKTMMGMEWVYHFCPQTAYVMKTDSDMFVNVGYLTELLLKKNKTTRFFTGYIKPHDFPIRQKFNKWFVSKFEYPWDRYPPFCSGTGYVFSSDVAIQVYNVSESVPFIKLEDVFVGLCLAKLKIRPEELHTKQTFFPGGLRFSVCRFQKIVACHFMKPQDLLTYWQALENS.... Result: 0 (no interaction). (6) The miRNA is hsa-miR-92a-3p with sequence UAUUGCACUUGUCCCGGCCUGU. The protein sequence of the target gene is MAESLRSPRRSLYKLVGSPPWKEAFRQRCLERMRNSRDRLLNRYRQAGSSGPGNSQNSFLVQEVMEEEWNALQSVENCPEDLAQLEELIDMAVLEEIQQELINQEQSIISEYEKSLQFDEKCLSIMLAEWEANPLICPVCTKYNLRITSGVVVCQCGLSIPSHSSELTEQKLRACLEGSINEHSAHCPHTPEFSVTGGTEEKSSLLMSCLACDTWAVIL. Result: 1 (interaction). (7) The miRNA is hsa-miR-135b-3p with sequence AUGUAGGGCUAAAAGCCAUGGG. The protein sequence of the target gene is MKEPDAIKLFVGQIPRHLEEKDLKPIFEQFGRIFELTVIKDKYTGLHKGCAFLTYCARDSALKAQSALHEQKTLPGMNRPIQVKPADSESRGDRKLFVGMLGKQQTDEDVRKMFEPFGTIDECTVLRGPDGTSKGCAFVKFQTHAEAQAAINTLHSSRTLPGASSSLVVKFADTEKERGLRRMQQVATQLGMFSPIALQFGAYSAYTQALMQQQAALVAAHSAYLSPMATMAAVQMQHMAAISANGLIATPITPSSGTSTPPAIAATPVSAIPAALGVNGYSPVPTQPTGQPAPDALYPN.... Result: 0 (no interaction). (8) The protein sequence of the target gene is MSGSSAAPGPGSGSSPAACRFAHYFVLCGIDADSGLEPDELAGENFDQSPLRRTFKSKVLAHYPQNIEWNPFDQDAVNMLCMPKGLSFRTQADNKEPQFHSFIITREDGSRTYGFVLTFYEEVTSKQICTAMQTLYQMHNAEQYSSVYASSSCSMDSLASSIDEGDATSLLKLQRYNSYDINRDTLYVSKSICLITPLPFMQACKKFLFQLHKAVTSQQPPPLPLESYIHNILYEVPLPPPGRSLKFYGVYEPVICQRPGPNELPLSDYPLREACELLGLENLVQVFTCVLLEMQTLLYS.... Result: 0 (no interaction). The miRNA is hsa-miR-519b-5p with sequence CUCUAGAGGGAAGCGCUUUCUG. (9) The miRNA is hsa-miR-5584-3p with sequence UAGUUCUUCCCUUUGCCCAAUU. The protein sequence of the target gene is MASLEVSRSPRRSRRELEVRSPRQNKYSVLLPTYNERENLPLIVWLLVKSFSESGINYEIIIIDDGSPDGTRDVAEQLEKIYGSDRILLRPREKKLGLGTAYIHGMKHATGNYIIIMDADLSHHPKFIPEFIRKQKEGNFDIVSGTRYKGNGGVYGWDLKRKIISRGANFLTQILLRPGASDLTGSFRLYRKEVLEKLIEKCVSKGYVFQMEMIVRARQLNYTIGEVPISFVDRVYGESKLGGNEIVSFLKGLLTLFATT. Result: 0 (no interaction). (10) The miRNA is mmu-miR-1894-3p with sequence GCAAGGGAGAGGGUGAAGGGAG. The protein sequence of the target gene is MSVRRGRRPARPGTRLSWLLCCSALLSPAAGYVIVSSVSWAVTNEVDEELDSASTEEAMPALLEDSGSIWQQSFPASAHKEDAHLRPRAGAARARPPPAPPGMFSYRREGGQTASAPPGPRLRAATARSLAHASVWGCLATVSTHKKIQGLPFGNCLPVSDGPFNNSTGIPFFYMTAKDPVVADLMKNPMASLMLPESEGEFCRKNIVDPEDPRCVQLTLTGQMIAVSPEEVEFAKQAMFSRHPGMRKWPRQYEWFFMKMRIEHIWLQKWYGGASSISREEYFKAVPRKA. Result: 0 (no interaction).